From a dataset of Catalyst prediction with 721,799 reactions and 888 catalyst types from USPTO. Predict which catalyst facilitates the given reaction. (1) Reactant: [O:1]=[C:2]1[C:6]2([CH2:15][CH2:14][C:13]3[C:8](=[CH:9][CH:10]=[C:11]([C:16]([O:18]C)=[O:17])[CH:12]=3)[CH2:7]2)[CH2:5][CH2:4][NH:3]1.[OH-].[Li+].Cl. Product: [O:1]=[C:2]1[C:6]2([CH2:15][CH2:14][C:13]3[C:8](=[CH:9][CH:10]=[C:11]([C:16]([OH:18])=[O:17])[CH:12]=3)[CH2:7]2)[CH2:5][CH2:4][NH:3]1. The catalyst class is: 20. (2) Reactant: [C:1]([O:5][C:6]([N:8]1[CH2:13][CH2:12][C:11]([CH2:22][NH2:23])([NH:14][C:15]([O:17][C:18]([CH3:21])([CH3:20])[CH3:19])=[O:16])[CH2:10][CH2:9]1)=[O:7])([CH3:4])([CH3:3])[CH3:2].C(N(CC)CC)C.[Cl:31][C:32]1[CH:40]=[CH:39][C:35]([C:36](Cl)=[O:37])=[CH:34][CH:33]=1.[OH-].[Na+]. Product: [C:1]([O:5][C:6]([N:8]1[CH2:13][CH2:12][C:11]([NH:14][C:15]([O:17][C:18]([CH3:21])([CH3:20])[CH3:19])=[O:16])([CH2:22][NH:23][C:36](=[O:37])[C:35]2[CH:39]=[CH:40][C:32]([Cl:31])=[CH:33][CH:34]=2)[CH2:10][CH2:9]1)=[O:7])([CH3:4])([CH3:3])[CH3:2]. The catalyst class is: 46. (3) Reactant: Cl.[O:2]1[CH2:6][CH2:5][CH:4]([CH2:7][NH2:8])[CH2:3]1.[OH-].[Na+].[S:11]1[C:15]([CH2:16][C:17]2[O:21][N:20]=[C:19]([C:22](Cl)=[O:23])[CH:18]=2)=[CH:14][C:13]2[CH:25]=[CH:26][CH:27]=[CH:28][C:12]1=2. Product: [O:2]1[CH2:6][CH2:5][CH:4]([CH2:7][NH:8][C:22]([C:19]2[CH:18]=[C:17]([CH2:16][C:15]3[S:11][C:12]4[CH:28]=[CH:27][CH:26]=[CH:25][C:13]=4[CH:14]=3)[O:21][N:20]=2)=[O:23])[CH2:3]1. The catalyst class is: 11. (4) Reactant: Br[C:2]1[CH:3]=[CH:4][C:5]2[O:14][C:13]3[CH2:12][CH2:11][N:10]([C:15]([O:17][C:18]([CH3:21])([CH3:20])[CH3:19])=[O:16])[CH2:9][C:8]=3[C:6]=2[CH:7]=1.[F:22][C:23]1[CH:24]=[C:25]([S:29]([O-:31])=[O:30])[CH:26]=[CH:27][CH:28]=1.[Na+].C(=O)([O-])[O-].[Cs+].[Cs+].CC1(C)C2C(=C(P(C3C=CC=CC=3)C3C=CC=CC=3)C=CC=2)OC2C(P(C3C=CC=CC=3)C3C=CC=CC=3)=CC=CC1=2. Product: [F:22][C:23]1[CH:24]=[C:25]([S:29]([C:2]2[CH:3]=[CH:4][C:5]3[O:14][C:13]4[CH2:12][CH2:11][N:10]([C:15]([O:17][C:18]([CH3:21])([CH3:20])[CH3:19])=[O:16])[CH2:9][C:8]=4[C:6]=3[CH:7]=2)(=[O:31])=[O:30])[CH:26]=[CH:27][CH:28]=1. The catalyst class is: 11. (5) Reactant: [C:1]([Si:5]([C:24]1[CH:29]=[CH:28][CH:27]=[CH:26][CH:25]=1)([C:18]1[CH:23]=[CH:22][CH:21]=[CH:20][CH:19]=1)[O:6][CH2:7][CH2:8][C:9]1([CH2:15][CH2:16]O)[CH2:14][CH2:13][CH2:12][CH2:11][CH2:10]1)([CH3:4])([CH3:3])[CH3:2].[C:30]1(=[O:40])[NH:34][C:33](=[O:35])[C:32]2=[CH:36][CH:37]=[CH:38][CH:39]=[C:31]12.C1(P(C2C=CC=CC=2)C2C=CC=CC=2)C=CC=CC=1.N(C(OCC)=O)=NC(OCC)=O. Product: [O:6]([CH2:7][CH2:8][C:9]1([CH2:15][CH2:16][C:39]2[CH:38]=[CH:37][CH:36]=[C:32]3[C:33]([NH:34][C:30](=[O:40])[C:31]=23)=[O:35])[CH2:10][CH2:11][CH2:12][CH2:13][CH2:14]1)[Si:5]([C:1]([CH3:4])([CH3:3])[CH3:2])([C:24]1[CH:25]=[CH:26][CH:27]=[CH:28][CH:29]=1)[C:18]1[CH:23]=[CH:22][CH:21]=[CH:20][CH:19]=1. The catalyst class is: 7. (6) Reactant: [C:1]([O:5][C:6]([N:8]1[CH2:13][CH2:12][C:11](O)([C:14]2[CH:15]=[CH:16][CH:17]=[C:18]3[C:22]=2[NH:21][CH:20]=[CH:19]3)[CH2:10][CH2:9]1)=[O:7])([CH3:4])([CH3:3])[CH3:2].O=P(Cl)(Cl)Cl. Product: [C:1]([O:5][C:6]([N:8]1[CH2:9][CH:10]=[C:11]([C:14]2[CH:15]=[CH:16][CH:17]=[C:18]3[C:22]=2[NH:21][CH:20]=[CH:19]3)[CH2:12][CH2:13]1)=[O:7])([CH3:4])([CH3:2])[CH3:3]. The catalyst class is: 17. (7) Reactant: [CH3:1][C:2]1[C:6]([C:7]([OH:9])=O)=[CH:5][O:4][N:3]=1.CCN=C=NCCCN(C)C.Cl.[CH:22]1[CH:23]=[CH:24][C:25]2N(O)N=N[C:26]=2[CH:27]=1.[CH3:32][C:33]1[CH:42]=[C:41]([CH3:43])[CH:40]=[C:39]2[C:34]=1[CH2:35][CH2:36][CH2:37][C@H:38]2[NH2:44]. Product: [CH3:32][C:33]1[CH:42]=[C:41]([CH3:43])[CH:40]=[C:39]2[C:34]=1[CH2:35][CH2:36][CH2:37][C@H:38]2[NH:44][C:7]([C:6]1[C:2]([CH3:1])=[N:3][O:4][CH:5]=1)=[O:9].[CH3:32][C:33]1[CH:42]=[C:41]([CH3:43])[CH:40]=[C:39]2[C:34]=1[CH2:35][CH2:36][CH2:37][C@H:38]2[NH:44][C@@H:6]([C:26]1[CH:25]=[CH:24][CH:23]=[CH:22][CH:27]=1)[CH2:5][OH:4]. The catalyst class is: 31. (8) Reactant: [CH3:1][Si:2]([CH3:19])([CH3:18])[CH2:3][CH2:4][O:5][CH2:6][N:7]1[C:15]2[CH:14]=[C:13]([CH:16]=O)[N:12]=[CH:11][C:10]=2[N:9]=[N:8]1.CC1C=CC(S([CH2:30][N+:31]#[C-:32])(=O)=O)=CC=1.[C-]#[N:34].[K+]. Product: [CH3:1][Si:2]([CH3:19])([CH3:18])[CH2:3][CH2:4][O:5][CH2:6][N:7]1[C:15]2[CH:14]=[C:13]([C:16]3[N:34]=[CH:30][NH:31][CH:32]=3)[N:12]=[CH:11][C:10]=2[N:9]=[N:8]1. The catalyst class is: 14. (9) Reactant: C(O[C:6]([N:8](C)[CH2:9][C:10]([CH3:16])([CH3:15])[C:11]([O:13][CH3:14])=[O:12])=O)(C)(C)C.Cl.O1CCOCC1. Product: [CH3:15][C:10]([CH3:16])([CH2:9][NH:8][CH3:6])[C:11]([O:13][CH3:14])=[O:12]. The catalyst class is: 1.